This data is from Forward reaction prediction with 1.9M reactions from USPTO patents (1976-2016). The task is: Predict the product of the given reaction. (1) Given the reactants [CH3:1][C@@:2]1([CH2:14][OH:15])[O:7][C:6]2=[N:8][C:9]([N+:11]([O-:13])=[O:12])=[CH:10][N:5]2[CH2:4][CH2:3]1.[Br:16][C:17]1[CH:24]=[CH:23][C:20]([CH2:21]Br)=[CH:19][CH:18]=1.[H-].[Na+], predict the reaction product. The product is: [Br:16][C:17]1[CH:24]=[CH:23][C:20]([CH2:21][O:15][CH2:14][C@:2]2([CH3:1])[O:7][C:6]3=[N:8][C:9]([N+:11]([O-:13])=[O:12])=[CH:10][N:5]3[CH2:4][CH2:3]2)=[CH:19][CH:18]=1. (2) Given the reactants [F:1][C:2]1[CH:3]=[C:4]2[CH:10]=[CH:9][NH:8][C:5]2=[N:6][CH:7]=1, predict the reaction product. The product is: [F:1][C:2]1[CH:3]=[C:4]2[CH2:10][CH2:9][NH:8][C:5]2=[N:6][CH:7]=1. (3) The product is: [Cl:37][C:34]1[CH:35]=[CH:36][C:31]([CH2:30][CH:22]2[N:19]3[C:20](=[O:21])[CH:15]([NH:14][C:9](=[O:11])[C:8]4[C:3]([C:2]([F:1])([F:13])[F:12])=[CH:4][CH:5]=[N:6][CH:7]=4)[CH2:16][N:17]([S:38]([C:41]4[CH:46]=[CH:45][C:44]([Cl:47])=[CH:43][C:42]=4[Cl:48])(=[O:40])=[O:39])[CH:18]3[CH2:25][N:24]([CH:26]([CH3:28])[CH3:27])[C:23]2=[O:29])=[CH:32][CH:33]=1. Given the reactants [F:1][C:2]([F:13])([F:12])[C:3]1[C:8]([C:9]([OH:11])=O)=[CH:7][N:6]=[CH:5][CH:4]=1.[NH2:14][CH:15]1[C:20](=[O:21])[N:19]2[CH:22]([CH2:30][C:31]3[CH:36]=[CH:35][C:34]([Cl:37])=[CH:33][CH:32]=3)[C:23](=[O:29])[N:24]([CH:26]([CH3:28])[CH3:27])[CH2:25][CH:18]2[N:17]([S:38]([C:41]2[CH:46]=[CH:45][C:44]([Cl:47])=[CH:43][C:42]=2[Cl:48])(=[O:40])=[O:39])[CH2:16]1, predict the reaction product. (4) Given the reactants [CH:1]1[C:14]2[C:5](=[CH:13][C:14]3[C:5]([C:13]=2B(O)O)=[CH:4][CH:3]=[CH:2][CH:1]=3)[CH:4]=[CH:3][CH:2]=1.BrC1[CH:24]=[CH:23][C:22]([C:25]2[CH:34]=[CH:33][C:32]3[C:27](=[CH:28][CH:29]=[CH:30][CH:31]=3)[CH:26]=2)=[CH:21][CH:20]=1.C(=O)([O-])[O-].[Na+].[Na+], predict the reaction product. The product is: [CH:26]1[C:27]2[C:32](=[CH:31][CH:30]=[CH:29][CH:28]=2)[CH:33]=[CH:34][C:25]=1[C:22]1[CH:21]=[CH:20][C:13]([C:14]2[C:5]3[C:1]([CH:2]=[C:3]4[C:1]=2[CH:2]=[CH:13][CH:5]=[CH:4]4)=[CH:14][CH:13]=[CH:3][CH:4]=3)=[CH:24][CH:23]=1. (5) Given the reactants N[C:2]1[CH:3]=[C:4]2[C:9](=[O:10])[NH:8][C:6](=[O:7])[C:5]2=[CH:11][CH:12]=1.[I-:13].[Cs+].II.I.N(OCCC(C)C)=O.C(=O)(O)[O-].[Na+], predict the reaction product. The product is: [I:13][C:2]1[CH:3]=[C:4]2[C:9](=[O:10])[NH:8][C:6](=[O:7])[C:5]2=[CH:11][CH:12]=1. (6) Given the reactants [CH3:1][C:2]1([CH3:15])[C:5](=[O:6])[CH2:4][CH:3]1[NH:7][C:8](=[O:14])[O:9][C:10]([CH3:13])([CH3:12])[CH3:11].[BH4-].[Na+], predict the reaction product. The product is: [OH:6][CH:5]1[CH2:4][CH:3]([NH:7][C:8](=[O:14])[O:9][C:10]([CH3:12])([CH3:11])[CH3:13])[C:2]1([CH3:15])[CH3:1].